This data is from Forward reaction prediction with 1.9M reactions from USPTO patents (1976-2016). The task is: Predict the product of the given reaction. Given the reactants ON[C:3]([C:5]1([S:18]([C:21]2[CH:26]=[CH:25][C:24]([O:27][CH2:28]C3C=CC=CC=3)=[CH:23][CH:22]=2)(=O)=O)CCN(CC2C=CC=CC=2)CC1)=[O:4].C[O:36][C:37]1C=CC(S)=C[CH:38]=1, predict the reaction product. The product is: [CH2:37]([O:36][C:3](=[O:4])[CH2:5][S:18][C:21]1[CH:22]=[CH:23][C:24]([O:27][CH3:28])=[CH:25][CH:26]=1)[CH3:38].